This data is from Forward reaction prediction with 1.9M reactions from USPTO patents (1976-2016). The task is: Predict the product of the given reaction. Given the reactants Br[C:2]1[S:6][C:5]([S:7]([N:10]2[CH2:15][CH2:14][N:13]([CH2:16][CH:17]3[CH2:22][CH2:21][N:20]([C:23]([O:25][C:26]([CH3:29])([CH3:28])[CH3:27])=[O:24])[CH2:19][CH2:18]3)[C:12](=[O:30])[CH2:11]2)(=[O:9])=[O:8])=[CH:4][CH:3]=1.[Cl:31][C:32]1[CH:37]=[CH:36][C:35](B(O)O)=[CH:34][CH:33]=1.C(=O)([O-])[O-].[Na+].[Na+], predict the reaction product. The product is: [C:26]([O:25][C:23]([N:20]1[CH2:21][CH2:22][CH:17]([CH2:16][N:13]2[CH2:14][CH2:15][N:10]([S:7]([C:5]3[S:6][C:2]([C:35]4[CH:36]=[CH:37][C:32]([Cl:31])=[CH:33][CH:34]=4)=[CH:3][CH:4]=3)(=[O:9])=[O:8])[CH2:11][C:12]2=[O:30])[CH2:18][CH2:19]1)=[O:24])([CH3:29])([CH3:28])[CH3:27].